Dataset: Experimentally validated miRNA-target interactions with 360,000+ pairs, plus equal number of negative samples. Task: Binary Classification. Given a miRNA mature sequence and a target amino acid sequence, predict their likelihood of interaction. (1) The miRNA is hsa-miR-133a-3p with sequence UUUGGUCCCCUUCAACCAGCUG. The protein sequence of the target gene is MRSGEELDGFEGEASSTSMISGASSPYQPTTEPVSQRRGLAGLRCDPDYLRGALGRLKVAQVILALIAFICIETIMACSPCEGLYFFEFVSCSAFVVTGVLLIMFSLNLHMRIPQINWNLTDLVNTGLSAFLFFIASIVLAALNHRAGAEIAAVIFGFLATAAYAVNTFLAVQKWRVSVRQQSTNDYIRARTESRDVDSRPEIQRLDTFSYSTNVTVRKKSPTNLLSLNHWQLA. Result: 1 (interaction). (2) The miRNA is hsa-miR-15a-5p with sequence UAGCAGCACAUAAUGGUUUGUG. The protein sequence of the target gene is MGARGALLLALLLARAGLRKPESQEAAPLSGPCGRRVITSRIVGGEDAELGRWPWQGSLRLWDSHVCGVSLLSHRWALTAAHCFETYSDLSDPSGWMVQFGQLTSMPSFWSLQAYYTRYFVSNIYLSPRYLGNSPYDIALVKLSAPVTYTKHIQPICLQASTFEFENRTDCWVTGWGYIKEDEALPSPHTLQEVQVAIINNSMCNHLFLKYSFRKDIFGDMVCAGNAQGGKDACFGDSGGPLACNKNGLWYQIGVVSWGVGCGRPNRPGVYTNISHHFEWIQKLMAQSGMSQPDPSWPLL.... Result: 1 (interaction). (3) The miRNA is hsa-miR-7850-5p with sequence GUUUGGACAUAGUGUGGCUGG. The protein sequence of the target gene is MLRLLGRVMSFLPMPPPPPPPPPPPRTPGGPAARQLSRRPCAPPAPSPPAASAAGGEKKRRPPEMLLSSSWPSATLKRPPVRRGPGLGSGTPQPATSARVPPQPSPGRGGTSTTCSAPRRVACSHIPAGSTASGTSAGAGAGPDDATRFSLNLTPEAILVIQRRHLEKQLLARPRRPFPTPSADPRLPLVPCPRTRASTLRRGGPTSVPNAPLAVAVSSRPPRASLLPGGLQATLPSPCPSSLRPVLKVSLLNEKHKYDDEEYEEEVEVVDEGLVRKCTEWLRGVESAAAARGRTGHLDS.... Result: 0 (no interaction). (4) The miRNA is mmu-miR-466l-3p with sequence UAUAAAUACAUGCACACAUAUU. The protein sequence of the target gene is MAFSLCWKAPRSPWSFLQAVNNGSPLFLWRTVGSCLDPKMKAYLEENTEVTSSGSLTPEIQLRLLTPRCKFWWERADLWPYSDPYWAIYWPGGQALSRYLLDNPAVVRGKSVLDLGSGCGATAIAAKMSGASKILANDIDPIAGMAITLNCKLNGLNPFPVLTKNILNTQQGKFDLIVLGDMFYDEDLADSLHLWLQNYFWTHGTRVLIGDPGRPQFSGHSIRHQLYQLVEYTLPEPTQQENNGLTTSAVWDFHP. Result: 1 (interaction). (5) The miRNA is hsa-let-7a-2-3p with sequence CUGUACAGCCUCCUAGCUUUCC. The protein sequence of the target gene is MRLFLWNAVLTLFVTSLIGALIPEPEVKIEVLQKPFICHRKTKGGDLMLVHYEGYLEKDGSLFHSTHKHNNGQPIWFTLGILEALKGWDQGLKGMCVGEKRKLIIPPALGYGKEGKGKIPPESTLIFNIDLLEIRNGPRSHESFQEMDLNDDWKLSKDEVKAYLKKEFEKHGAVVNESHHDALVEDIFDKEDEDKDGFISAREFTYKHDEL. Result: 1 (interaction). (6) Result: 0 (no interaction). The miRNA is mmu-miR-3071-5p with sequence ACUCAUUUGAGACGAUGAUGGA. The protein sequence of the target gene is MTQGKLSVANKAPGTEGQQQVHGEKKEAPAVPSAPPSYEEATSGEGMKAGAFPPAPTAVPLHPSWAYVDPSSSSSYDNGFPTGDHELFTTFSWDDQKVRRVFVRKVYTILLIQLLVTLAVVALFTFCDPVKDYVQANPGWYWASYAVFFATYLTLACCSGPRRHFPWNLILLTVFTLSMAYLTGMLSSYYNTTSVLLCLGITALVCLSVTVFSFQTKFDFTSCQGVLFVLLMTLFFSGLILAILLPFQYVPWLHAVYAALGAGVFTLFLALDTQLLMGNRRHSLSPEEYIFGALNIYLDI.... (7) The miRNA is hsa-miR-8089 with sequence CCUGGGGACAGGGGAUUGGGGCAG. The protein sequence of the target gene is MLLDAGPQFPAIGVGSFARHHHHSAAAAAAAAAEMQDRELSLAAAQNGFVDSAAAHMGAFKLNPGAHELSPGQSSAFTSQGPGAYPGSAAAAAAAAALGPHAAHVGSYSGPPFNSTRDFLFRSRGFGDSAPGGGQHGLFGPGAGGLHHAHSDAQGHLLFPGLPEQHGPHGSQNVLNGQMRLGLPGEVFGRSEQYRQVASPRTDPYSAAQLHNQYGPMNMNMGMNMAAAAAHHHHHHHHHPGAFFRYMRQQCIKQELICKWIDPEQLSNPKKSCNKTFSTMHELVTHVSVEHVGGPEQSNH.... Result: 0 (no interaction). (8) Result: 0 (no interaction). The protein sequence of the target gene is MRLGAAWALLLAAALGLGTRGVRAAVALADFYPFGTKRGDTVTPKQDDGGSGLQPLSVPFPFFGAEHSGLYVNNNGIISFLKEVSQFTPVAFPIAKDRCVVAAFWADVDNRRAGDVYYREATDPAMLNRATEDIRRYFPELPDFSATWVFVATWYRVTFFGGSSSSPVNTFQTVLITDGRFSFTIFNYESILWTTGTHASSGGDTDGLGGIAAQAGFNAGDGHRYFNIPGSRTADMAEVETTTNVGVPGRWAFRIDDAQVRVGGCGHTTSVCLVLRPCLNGGKCIDDCVTGNPSYTCSCL.... The miRNA is mmu-miR-340-5p with sequence UUAUAAAGCAAUGAGACUGAUU. (9) The miRNA is mmu-miR-1953 with sequence UGGGAAAGUUCUCAGGCUUCUG. The protein sequence of the target gene is MEATKQVVNFGPGPAKLPHSVLLEIQKQLLDYRGLGISVLEMSHRSSDFAKIIGNTENLVRELLAVPNNYKVIFVQGGGSGQFSAVPLNLIGLKAGRSADYVVTGAWSAKAAEEAKKFGTVNIVHPKLGSYTKIPDPSTWNLNPDASYVYFCANETVHGVEFDFVPDVKGAVLVCDMSSNFLSRPVDVSKFGVIFAGAQKNVGSAGVTVVIVRDDLLGFSLRECPSVLDYKVQAGNNSLYNTPPCFSIYVMGMVLEWIKNNGGAAAMEKLSSIKSQMIYEIIDNSQGFYVCPVERQNRSR.... Result: 1 (interaction).